This data is from Full USPTO retrosynthesis dataset with 1.9M reactions from patents (1976-2016). The task is: Predict the reactants needed to synthesize the given product. (1) Given the product [CH2:1]([N:8]([CH2:9][CH2:10][OH:11])[C:49]([CH:48]1[C:45]2[CH:44]=[CH:43][CH:42]=[C:41]([C:40]([F:39])([F:52])[F:53])[C:46]=2[CH2:47]1)=[O:50])[C:2]1[CH:7]=[CH:6][CH:5]=[CH:4][CH:3]=1, predict the reactants needed to synthesize it. The reactants are: [CH2:1]([NH:8][CH2:9][CH2:10][OH:11])[C:2]1[CH:7]=[CH:6][CH:5]=[CH:4][CH:3]=1.C(N(CC)CC)C.[O-]P1(OP([O-])(=O)OP([O-])(=O)OP([O-])(=O)O1)=O.[Na+].[Na+].[Na+].[Na+].[F:39][C:40]([F:53])([F:52])[C:41]1[C:46]2[CH2:47][CH:48]([C:49](O)=[O:50])[C:45]=2[CH:44]=[CH:43][CH:42]=1. (2) Given the product [C:1]([O:5][C:6]([NH:8][C@H:9]([CH2:18][C:21]1[CH:22]=[C:23]([CH2:30][OH:31])[CH:24]=[CH:25][C:26]=1[N+:27]([O-:29])=[O:28])[CH2:10][C:11]([O:13][C:14]([CH3:17])([CH3:16])[CH3:15])=[O:12])=[O:7])([CH3:4])([CH3:3])[CH3:2], predict the reactants needed to synthesize it. The reactants are: [C:1]([O:5][C:6]([NH:8][C@H:9]([CH2:18]I)[CH2:10][C:11]([O:13][C:14]([CH3:17])([CH3:16])[CH3:15])=[O:12])=[O:7])([CH3:4])([CH3:3])[CH3:2].Br[C:21]1[CH:22]=[C:23]([CH2:30][OH:31])[CH:24]=[CH:25][C:26]=1[N+:27]([O-:29])=[O:28].C1(C)C=CC=CC=1P(C1C=CC=CC=1C)C1C=CC=CC=1C. (3) Given the product [N:4]1[NH:3][N:2]=[N:1][C:5]=1[C:6]1[CH:7]=[C:8]([C:12]2[C:21]3[C:16](=[C:17]([C:22]4[CH:27]=[CH:26][CH:25]=[CH:24][CH:23]=4)[CH:18]=[CH:19][CH:20]=3)[C:15]([NH:28][CH2:29][C:30]3[CH:35]=[CH:34][CH:33]=[CH:32][CH:31]=3)=[N:14][CH:13]=2)[CH:9]=[N:10][CH:11]=1, predict the reactants needed to synthesize it. The reactants are: [N:1]1[NH:2][N:3]=[N:4][C:5]=1[C:6]1[CH:7]=[C:8]([C:12]2[C:21]3[C:16](=[C:17]([C:22]4[CH:27]=[CH:26][CH:25]=[CH:24][CH:23]=4)[CH:18]=[CH:19][CH:20]=3)[C:15]([NH:28][CH2:29][C:30]3[CH:35]=[CH:34][CH:33]=[CH:32][CH:31]=3)=[N:14][C:13]=2SC)[CH:9]=[N:10][CH:11]=1.[OH-].[NH4+]. (4) Given the product [Cl:18][C:19]1[CH:20]=[CH:21][C:22]([O:25][CH:8]2[CH2:9][CH2:10][N:11]([S:14]([CH3:17])(=[O:15])=[O:16])[CH2:12][CH2:13]2)=[N:23][CH:24]=1, predict the reactants needed to synthesize it. The reactants are: FC1C=CC([CH:8]2[CH2:13][CH2:12][N:11]([S:14]([CH3:17])(=[O:16])=[O:15])[CH2:10][CH2:9]2)=CC=1.[Cl:18][C:19]1[CH:20]=[CH:21][C:22]([O:25]C2CCNCC2)=[N:23][CH:24]=1.C(N(C(C)C)CC)(C)C.CS(Cl)(=O)=O. (5) The reactants are: [CH3:1][N:2]1[C:8](=[O:9])[CH2:7][C:6]2[CH:10]=[CH:11][CH:12]=[CH:13][C:5]=2[CH:4]=[CH:3]1.[N:14](OCCC(C)C)=[O:15].[Li+].C[Si]([N-][Si](C)(C)C)(C)C.Cl. Given the product [OH:15][N:14]=[C:7]1[C:6]2[CH:10]=[CH:11][CH:12]=[CH:13][C:5]=2[CH:4]=[CH:3][N:2]([CH3:1])[C:8]1=[O:9], predict the reactants needed to synthesize it. (6) The reactants are: [CH3:1][N:2]1[CH2:7][CH2:6][CH:5]([NH:8][CH2:9][C:10]2[CH:19]=[CH:18][C:13]([C:14]([O:16][CH3:17])=[O:15])=[CH:12][CH:11]=2)[CH2:4][CH2:3]1.[CH3:20][O:21][C:22]1[CH:27]=[CH:26][C:25]([CH2:28][C:29](Cl)=[O:30])=[CH:24][CH:23]=1. Given the product [CH3:20][O:21][C:22]1[CH:27]=[CH:26][C:25]([CH2:28][C:29]([N:8]([CH2:9][C:10]2[CH:19]=[CH:18][C:13]([C:14]([O:16][CH3:17])=[O:15])=[CH:12][CH:11]=2)[CH:5]2[CH2:6][CH2:7][N:2]([CH3:1])[CH2:3][CH2:4]2)=[O:30])=[CH:24][CH:23]=1, predict the reactants needed to synthesize it.